Dataset: Full USPTO retrosynthesis dataset with 1.9M reactions from patents (1976-2016). Task: Predict the reactants needed to synthesize the given product. (1) Given the product [F:1][C:2]1[CH:7]=[CH:6][C:5]([S:8]([C:11]2[C:12]([CH:24]([CH3:26])[CH3:25])=[CH:13][C:14]([CH:21]([CH3:23])[CH3:22])=[C:15]([S:17]([NH:33][CH:30]3[CH2:31][CH2:32][O:27][CH2:28][CH2:29]3)(=[O:19])=[O:18])[CH:16]=2)(=[O:10])=[O:9])=[CH:4][CH:3]=1, predict the reactants needed to synthesize it. The reactants are: [F:1][C:2]1[CH:7]=[CH:6][C:5]([S:8]([C:11]2[C:12]([CH:24]([CH3:26])[CH3:25])=[CH:13][C:14]([CH:21]([CH3:23])[CH3:22])=[C:15]([S:17](Cl)(=[O:19])=[O:18])[CH:16]=2)(=[O:10])=[O:9])=[CH:4][CH:3]=1.[O:27]1[CH2:32][CH2:31][CH:30]([NH2:33])[CH2:29][CH2:28]1. (2) Given the product [F:10][C:11]1[CH:12]=[C:13]2[C:17](=[CH:18][CH:19]=1)[NH:16][CH:15]=[C:14]2[CH2:20][CH2:21][CH2:22][NH:23][CH:24]1[CH2:37][O:36][C:35]2[C:26](=[C:27]3[C:32](=[CH:33][CH:34]=2)[N:31]=[CH:30][CH:29]=[CH:28]3)[CH2:25]1, predict the reactants needed to synthesize it. The reactants are: Cl.Cl.CCOCC.Cl.Cl.[F:10][C:11]1[CH:12]=[C:13]2[C:17](=[CH:18][CH:19]=1)[NH:16][CH:15]=[C:14]2[CH2:20][CH2:21][CH2:22][NH:23][CH:24]1[CH2:37][O:36][C:35]2[C:26](=[C:27]3[C:32](=[CH:33][CH:34]=2)[N:31]=[CH:30][CH:29]=[CH:28]3)[CH2:25]1. (3) Given the product [OH:1][CH2:2][C:3]([C@H:5]([C@@H:7]([C@@H:9]([CH2:11][OH:12])[OH:10])[OH:8])[OH:6])=[O:4], predict the reactants needed to synthesize it. The reactants are: [O:1]=[CH:2][C@@H:3]([C@H:5]([C@@H:7]([C@@H:9]([CH2:11][OH:12])[OH:10])[OH:8])[OH:6])[OH:4].C(C1C=CC=CC=1B(O)O)(O)=O.C1(B(O)O)C=CC=CC=1.CCN1C=[N+](C)C=C1.[Cl-]. (4) Given the product [F:16][C:17]1[CH:22]=[CH:21][C:20]([C:23]2[N:24]=[C:25]([N:28]3[CH2:29][CH2:30][N:31]([C:8]([NH:7][C:3]4[CH:2]=[N:1][CH:6]=[CH:5][CH:4]=4)=[O:15])[CH2:32][CH2:33]3)[S:26][CH:27]=2)=[CH:19][CH:18]=1, predict the reactants needed to synthesize it. The reactants are: [N:1]1[CH:6]=[CH:5][CH:4]=[C:3]([NH:7][C:8](=[O:15])OCC(Cl)(Cl)Cl)[CH:2]=1.[F:16][C:17]1[CH:22]=[CH:21][C:20]([C:23]2[N:24]=[C:25]([N:28]3[CH2:33][CH2:32][NH:31][CH2:30][CH2:29]3)[S:26][CH:27]=2)=[CH:19][CH:18]=1.C(N(C(C)C)CC)(C)C.O. (5) Given the product [C:1]([C:5]1[C:13]2[O:12][C:11](=[O:14])[C:10](=[C:10]3[C:9]4[CH:8]=[C:7]([CH3:16])[CH:6]=[C:5]([C:1]([CH3:2])([CH3:3])[CH3:4])[C:13]=4[O:12][C:11]3=[O:14])[C:9]=2[CH:8]=[C:7]([CH3:16])[CH:6]=1)([CH3:4])([CH3:3])[CH3:2], predict the reactants needed to synthesize it. The reactants are: [C:1]([C:5]1[C:13]2[O:12][C:11](=[O:14])[CH:10](O)[C:9]=2[CH:8]=[C:7]([CH3:16])[CH:6]=1)([CH3:4])([CH3:3])[CH3:2].S(Cl)(Cl)=O.Cl.